From a dataset of Full USPTO retrosynthesis dataset with 1.9M reactions from patents (1976-2016). Predict the reactants needed to synthesize the given product. (1) Given the product [CH3:1][O:2][C:3](=[O:11])[C:4]1[CH:9]=[CH:8][C:7]([O:10][C:21]2[CH:22]=[C:23]([N+:25]([O-:27])=[O:26])[CH:24]=[C:19]([F:18])[CH:20]=2)=[CH:6][CH:5]=1, predict the reactants needed to synthesize it. The reactants are: [CH3:1][O:2][C:3](=[O:11])[C:4]1[CH:9]=[CH:8][C:7]([OH:10])=[CH:6][CH:5]=1.CC([O-])(C)C.[K+].[F:18][C:19]1[CH:24]=[C:23]([N+:25]([O-:27])=[O:26])[CH:22]=[C:21](F)[CH:20]=1. (2) Given the product [Br:8][C:5]1[CH:6]=[CH:7][C:2]2[N:1]=[C:17]([CH3:18])[N:9]([C:10]3[CH:15]=[CH:14][N:13]=[C:12]([NH2:16])[N:11]=3)[C:3]=2[CH:4]=1, predict the reactants needed to synthesize it. The reactants are: [NH2:1][C:2]1[CH:7]=[CH:6][C:5]([Br:8])=[CH:4][C:3]=1[NH:9][C:10]1[CH:15]=[CH:14][N:13]=[C:12]([NH2:16])[N:11]=1.[C:17](OC)(OC)(OC)[CH3:18].CC1C=CC(S(O)(=O)=O)=CC=1.C([O-])(O)=O.[Na+]. (3) Given the product [Cl:18][C:19]1[CH:26]=[CH:25][C:22]([CH:23]([OH:24])[C:7]2[C:6]([C:14]([F:17])([F:16])[F:15])=[N:5][N:4]([CH:1]3[CH2:3][CH2:2]3)[C:8]=2[C:9]([O:11][CH2:12][CH3:13])=[O:10])=[CH:21][CH:20]=1, predict the reactants needed to synthesize it. The reactants are: [CH:1]1([N:4]2[C:8]([C:9]([O:11][CH2:12][CH3:13])=[O:10])=[CH:7][C:6]([C:14]([F:17])([F:16])[F:15])=[N:5]2)[CH2:3][CH2:2]1.[Cl:18][C:19]1[CH:26]=[CH:25][C:22]([CH:23]=[O:24])=[CH:21][CH:20]=1. (4) Given the product [CH2:1]([C:9]1[CH:10]=[C:11]2[C:16](=[C:17]([O:19][CH:20]3[CH2:21][CH2:22][NH:23][CH2:24][CH2:25]3)[CH:18]=1)[N:15]=[CH:14][CH:13]=[CH:12]2)[CH2:2][CH2:3][CH2:4][CH3:5], predict the reactants needed to synthesize it. The reactants are: [CH2:1]=[CH:2][CH2:3][CH2:4][CH3:5].[OH-].[Na+].Br[C:9]1[CH:10]=[C:11]2[C:16](=[C:17]([O:19][CH:20]3[CH2:25][CH2:24][N:23](C(OC(C)(C)C)=O)[CH2:22][CH2:21]3)[CH:18]=1)[N:15]=[CH:14][CH:13]=[CH:12]2. (5) Given the product [CH3:16][O:15][C:13]([NH:12][CH:8]([C:3]1[CH:4]=[CH:5][CH:6]=[C:7]([O:20][CH3:19])[CH:2]=1)[C:9]([OH:11])=[O:10])=[O:14], predict the reactants needed to synthesize it. The reactants are: F[C:2]1[CH:7]=[CH:6][CH:5]=[CH:4][C:3]=1[CH:8]([NH:12][C:13]([O:15][CH3:16])=[O:14])[C:9]([OH:11])=[O:10].NC(C1C=CC=C(OC)C=1)[C:19](O)=[O:20]. (6) The reactants are: [F:1][C:2]1[C:7]([F:8])=[CH:6][CH:5]=[CH:4][C:3]=1[C:9]([NH:22][S@@:23]([C:25]([CH3:28])([CH3:27])[CH3:26])=[O:24])([CH2:12]/[C:13](=N/N(C)C)/[C:14]([F:17])([F:16])[F:15])[CH2:10][F:11].Cl.C1C[O:33]CC1. Given the product [F:1][C:2]1[C:7]([F:8])=[CH:6][CH:5]=[CH:4][C:3]=1[C:9]([NH:22][S@@:23]([C:25]([CH3:28])([CH3:27])[CH3:26])=[O:24])([CH2:12][C:13](=[O:33])[C:14]([F:17])([F:16])[F:15])[CH2:10][F:11], predict the reactants needed to synthesize it. (7) Given the product [CH3:42][C@@H:37]1[CH2:36][N:35]([C:21]2[C:20]([CH2:19][OH:18])=[CH:33][C:24]3[C:25]([C:28]([N:43]4[CH2:46][CH:45]([C:47]#[N:48])[CH2:44]4)=[O:29])=[N:26][O:27][C:23]=3[C:22]=2[F:34])[CH2:40][C@H:39]([CH3:41])[O:38]1, predict the reactants needed to synthesize it. The reactants are: [Si]([O:18][CH2:19][C:20]1[C:21]([N:35]2[CH2:40][C@H:39]([CH3:41])[O:38][C@H:37]([CH3:42])[CH2:36]2)=[C:22]([F:34])[C:23]2[O:27][N:26]=[C:25]([C:28](OCC)=[O:29])[C:24]=2[CH:33]=1)(C(C)(C)C)(C1C=CC=CC=1)C1C=CC=CC=1.[NH:43]1[CH2:46][CH:45]([C:47]#[N:48])[CH2:44]1. (8) Given the product [F:19][C:18]([F:21])([F:20])[O:17][C:13]1[CH:12]=[C:11]([C:8]2[N:6]3[N:7]=[C:2]([NH:23][CH:24]4[CH2:29][CH2:28][CH:27]([OH:30])[CH2:26][CH2:25]4)[CH:3]=[CH:4][C:5]3=[N:10][CH:9]=2)[CH:16]=[CH:15][CH:14]=1, predict the reactants needed to synthesize it. The reactants are: Cl[C:2]1[CH:3]=[CH:4][C:5]2[N:6]([C:8]([C:11]3[CH:16]=[CH:15][CH:14]=[C:13]([O:17][C:18]([F:21])([F:20])[F:19])[CH:12]=3)=[CH:9][N:10]=2)[N:7]=1.Cl.[NH2:23][C@@H:24]1[CH2:29][CH2:28][C@H:27]([OH:30])[CH2:26][CH2:25]1.C([O-])(O)=O.[Na+]. (9) Given the product [CH3:19][C:15]1[C:16]([CH3:18])=[CH:17][C:11]2[N+:10]([O-:20])=[N:9][C:8]([NH:5][CH2:4][CH2:3][N:2]([CH3:6])[CH3:1])=[N:13][C:12]=2[CH:14]=1, predict the reactants needed to synthesize it. The reactants are: [CH3:1][N:2]([CH3:6])[CH2:3][CH2:4][NH2:5].Cl[C:8]1[N:9]=[N+:10]([O-:20])[C:11]2[CH:17]=[C:16]([CH3:18])[C:15]([CH3:19])=[CH:14][C:12]=2[N:13]=1.